This data is from NCI-60 drug combinations with 297,098 pairs across 59 cell lines. The task is: Regression. Given two drug SMILES strings and cell line genomic features, predict the synergy score measuring deviation from expected non-interaction effect. (1) Drug 1: CC1=C2C(C(=O)C3(C(CC4C(C3C(C(C2(C)C)(CC1OC(=O)C(C(C5=CC=CC=C5)NC(=O)OC(C)(C)C)O)O)OC(=O)C6=CC=CC=C6)(CO4)OC(=O)C)OC)C)OC. Drug 2: C1=NC2=C(N1)C(=S)N=C(N2)N. Cell line: UACC-257. Synergy scores: CSS=17.3, Synergy_ZIP=-14.6, Synergy_Bliss=-10.00, Synergy_Loewe=-7.37, Synergy_HSA=-5.40. (2) Drug 1: C1CN1C2=NC(=NC(=N2)N3CC3)N4CC4. Drug 2: CS(=O)(=O)OCCCCOS(=O)(=O)C. Cell line: OVCAR-8. Synergy scores: CSS=38.4, Synergy_ZIP=-5.38, Synergy_Bliss=-4.11, Synergy_Loewe=-31.2, Synergy_HSA=-2.70. (3) Drug 1: CC12CCC3C(C1CCC2=O)CC(=C)C4=CC(=O)C=CC34C. Drug 2: COC1=CC(=CC(=C1O)OC)C2C3C(COC3=O)C(C4=CC5=C(C=C24)OCO5)OC6C(C(C7C(O6)COC(O7)C8=CC=CS8)O)O. Cell line: HOP-92. Synergy scores: CSS=66.0, Synergy_ZIP=1.15, Synergy_Bliss=3.16, Synergy_Loewe=-3.17, Synergy_HSA=5.59.